From a dataset of Forward reaction prediction with 1.9M reactions from USPTO patents (1976-2016). Predict the product of the given reaction. (1) Given the reactants [Br:1][C:2]1[C:3](=[O:12])[NH:4][C:5]2[CH2:6][CH2:7][CH2:8][CH2:9][C:10]=2[CH:11]=1.[H-].[Li+].[H][H].[CH:17]1([CH2:21]Br)[CH2:20][CH2:19][CH2:18]1, predict the reaction product. The product is: [Br:1][C:2]1[C:3](=[O:12])[N:4]([CH2:21][CH:17]2[CH2:20][CH2:19][CH2:18]2)[C:5]2[CH2:6][CH2:7][CH2:8][CH2:9][C:10]=2[CH:11]=1. (2) Given the reactants C[O:2][C:3]([C:5]1[C:10]([CH:11](F)[CH3:12])=[C:9]([NH2:14])[N:8]=[C:7]([C:15]2[CH:20]=[CH:19][C:18]([Cl:21])=[C:17]([O:22][CH3:23])[C:16]=2[F:24])[N:6]=1)=[O:4].[OH-:25].[Na+].Cl.[CH3:28]O, predict the reaction product. The product is: [NH2:14][C:9]1[N:8]=[C:7]([C:15]2[CH:20]=[CH:19][C:18]([Cl:21])=[C:17]([O:22][CH3:23])[C:16]=2[F:24])[N:6]=[C:5]([C:3]([OH:2])=[O:4])[C:10]=1[CH:11]([O:25][CH3:28])[CH3:12]. (3) The product is: [I:17][C:16]1[N:15]=[C:14]([CH:18]2[CH2:21][CH:20]([N:22]3[CH2:27][CH2:26][N:25]([CH3:28])[CH2:24][CH2:23]3)[CH2:19]2)[N:10]2[CH:11]=[CH:12][N:13]=[C:8]([NH2:1])[C:9]=12. Given the reactants [NH3:1].C1COCC1.Cl[C:8]1[C:9]2[N:10]([C:14]([CH:18]3[CH2:21][CH:20]([N:22]4[CH2:27][CH2:26][N:25]([CH3:28])[CH2:24][CH2:23]4)[CH2:19]3)=[N:15][C:16]=2[I:17])[CH:11]=[CH:12][N:13]=1, predict the reaction product. (4) Given the reactants [CH:1]([C:3]1[S:7][N:6]=[N:5][C:4]=1[C:8]([O:10][CH3:11])=[O:9])=[O:2].[BH4-].[Na+], predict the reaction product. The product is: [OH:2][CH2:1][C:3]1[S:7][N:6]=[N:5][C:4]=1[C:8]([O:10][CH3:11])=[O:9]. (5) Given the reactants [C:1]1([C@@H:7]([NH:9][C:10](=[O:23])[CH2:11][C@H:12]([C:16]2[CH:21]=[CH:20][C:19]([F:22])=[CH:18][CH:17]=2)[CH2:13][CH2:14]O)[CH3:8])[CH:6]=[CH:5][CH:4]=[CH:3][CH:2]=1.P(Br)(Br)[Br:25].Br, predict the reaction product. The product is: [C:1]1([C@@H:7]([NH:9][C:10](=[O:23])[CH2:11][C@H:12]([C:16]2[CH:21]=[CH:20][C:19]([F:22])=[CH:18][CH:17]=2)[CH2:13][CH2:14][Br:25])[CH3:8])[CH:6]=[CH:5][CH:4]=[CH:3][CH:2]=1. (6) Given the reactants [Cl:1][C:2]1[CH:7]=[CH:6][C:5]([S:8]([C:11]2[CH:16]=[CH:15][C:14]([CH2:17][C@H:18]([NH:20][C:21](=[O:26])[C:22]([F:25])([F:24])[F:23])[CH3:19])=[CH:13][CH:12]=2)(=[O:10])=[O:9])=[C:4]([OH:27])[CH:3]=1.N1C(C)=CC=CC=1C.[F:36][C:37]([F:50])([F:49])[S:38](O[S:38]([C:37]([F:50])([F:49])[F:36])(=[O:40])=[O:39])(=[O:40])=[O:39].Cl, predict the reaction product. The product is: [F:36][C:37]([F:50])([F:49])[S:38]([O:27][C:4]1[CH:3]=[C:2]([Cl:1])[CH:7]=[CH:6][C:5]=1[S:8]([C:11]1[CH:12]=[CH:13][C:14]([CH2:17][C@H:18]([NH:20][C:21](=[O:26])[C:22]([F:25])([F:24])[F:23])[CH3:19])=[CH:15][CH:16]=1)(=[O:10])=[O:9])(=[O:40])=[O:39]. (7) The product is: [C:13]([NH:8][C:7]1[CH:9]=[CH:10][CH:11]=[CH:12][C:6]=1[N+:3]([O-:5])=[O:4])(=[O:20])[C:14]1[CH:19]=[CH:18][CH:17]=[CH:16][CH:15]=1. Given the reactants [H-].[Na+].[N+:3]([C:6]1[CH:12]=[CH:11][CH:10]=[CH:9][C:7]=1[NH2:8])([O-:5])=[O:4].[C:13](Cl)(=[O:20])[C:14]1[CH:19]=[CH:18][CH:17]=[CH:16][CH:15]=1.O, predict the reaction product. (8) Given the reactants [CH3:1][C:2]1[CH:11]=[CH:10][C:9]2[C:4](=[CH:5][CH:6]=[CH:7][C:8]=2[O:12][CH2:13][CH2:14][N:15]2[CH2:20][CH2:19][N:18](C(OC(C)(C)C)=O)[CH2:17][CH2:16]2)[N:3]=1.Cl.C(OCC)C, predict the reaction product. The product is: [CH3:1][C:2]1[CH:11]=[CH:10][C:9]2[C:4](=[CH:5][CH:6]=[CH:7][C:8]=2[O:12][CH2:13][CH2:14][N:15]2[CH2:20][CH2:19][NH:18][CH2:17][CH2:16]2)[N:3]=1. (9) Given the reactants [OH:1][C@@:2]([CH3:11])([CH2:9][OH:10])[C:3]([N:5]([O:7][CH3:8])[CH3:6])=[O:4].CO[C:14](OC)([CH3:16])[CH3:15].O.C1(C)C=CC(S(O)(=O)=O)=CC=1, predict the reaction product. The product is: [CH3:8][O:7][N:5]([CH3:6])[C:3]([C@:2]1([CH3:11])[CH2:9][O:10][C:14]([CH3:16])([CH3:15])[O:1]1)=[O:4]. (10) The product is: [C:18]1([S:24]([N:6]2[C:7]3=[N:8][CH:9]=[CH:10][C:2]([Cl:1])=[C:3]3[CH:4]=[CH:5]2)(=[O:26])=[O:25])[CH:23]=[CH:22][CH:21]=[CH:20][CH:19]=1. Given the reactants [Cl:1][C:2]1[CH:10]=[CH:9][N:8]=[C:7]2[C:3]=1[CH:4]=[CH:5][NH:6]2.C(N(CC)CC)C.[C:18]1([S:24](Cl)(=[O:26])=[O:25])[CH:23]=[CH:22][CH:21]=[CH:20][CH:19]=1.C(OCC)C, predict the reaction product.